Task: Predict which catalyst facilitates the given reaction.. Dataset: Catalyst prediction with 721,799 reactions and 888 catalyst types from USPTO (1) Reactant: [CH2:1]([N:7]1[CH2:12][CH:11]2[CH:9]([C:10]2([C:14]2[CH:15]=[C:16]([C:20](=[NH:24])OCC)[CH:17]=[CH:18][CH:19]=2)[CH3:13])[C:8]1=[O:25])[CH2:2][CH2:3][CH2:4][CH2:5][CH3:6].[NH2:26][C:27]1[CH:32]=[CH:31][CH:30]=[CH:29][C:28]=1N. Product: [NH:24]1[C:28]2[CH:29]=[CH:30][CH:31]=[CH:32][C:27]=2[N:26]=[C:20]1[C:16]1[CH:15]=[C:14]([C:10]2([CH3:13])[CH:9]3[CH:11]2[CH2:12][N:7]([CH2:1][CH2:2][CH2:3][CH2:4][CH2:5][CH3:6])[C:8]3=[O:25])[CH:19]=[CH:18][CH:17]=1. The catalyst class is: 5. (2) Reactant: O[CH2:2][C:3]1[CH:4]=[C:5]([CH:8]=[C:9]([C:11]([F:14])([F:13])[F:12])[CH:10]=1)[C:6]#[N:7].C1(P(C2C=CC=CC=2)C2C=CC=CC=2)C=CC=CC=1.[Br:34]N1C(=O)CCC1=O. Product: [Br:34][CH2:2][C:3]1[CH:4]=[C:5]([CH:8]=[C:9]([C:11]([F:14])([F:13])[F:12])[CH:10]=1)[C:6]#[N:7]. The catalyst class is: 2. (3) Reactant: [Br:1][C:2]1[CH:7]=[CH:6][CH:5]=[CH:4][C:3]=1[SH:8].C([O-])([O-])=O.[K+].[K+].Cl[CH2:16][C:17]#[N:18].O. Product: [Br:1][C:2]1[CH:7]=[CH:6][CH:5]=[CH:4][C:3]=1[S:8][CH2:16][C:17]#[N:18]. The catalyst class is: 3. (4) The catalyst class is: 14. Product: [Cl:12][C:10]1[CH:11]=[C:2]([NH:1][CH2:24][C:25]2[CH:26]=[CH:27][CH:28]=[C:29]([CH3:32])[N+:30]=2[O-:31])[CH:3]=[C:4]2[C:9]=1[N:8]=[CH:7][C:6]([C:13]#[N:14])=[C:5]2[NH:15][C:16]1[CH:21]=[CH:20][C:19]([F:22])=[C:18]([Cl:23])[CH:17]=1. Reactant: [NH2:1][C:2]1[CH:3]=[C:4]2[C:9](=[C:10]([Cl:12])[CH:11]=1)[N:8]=[CH:7][C:6]([C:13]#[N:14])=[C:5]2[NH:15][C:16]1[CH:21]=[CH:20][C:19]([F:22])=[C:18]([Cl:23])[CH:17]=1.[CH3:24][C:25]1[CH:26]=[CH:27][CH:28]=[C:29]([CH:32]=O)[N+:30]=1[O-:31].[BH3-]C#N.[Na+]. (5) Reactant: Cl.[NH2:2][CH2:3][C:4]1[CH:9]=[CH:8][C:7]([B:10]([OH:12])[OH:11])=[CH:6][CH:5]=1.C(N(CC)CC)C.[CH:20]1([C:25](Cl)=[O:26])[CH2:24][CH2:23][CH2:22][CH2:21]1. Product: [CH:20]1([C:25]([NH:2][CH2:3][C:4]2[CH:5]=[CH:6][C:7]([B:10]([OH:12])[OH:11])=[CH:8][CH:9]=2)=[O:26])[CH2:24][CH2:23][CH2:22][CH2:21]1. The catalyst class is: 2. (6) Reactant: [F:1][C:2]1([F:23])[CH2:5][N:4]([C:6]2[C:15]3[C:10](=[CH:11][CH:12]=[C:13]([C:16]([OH:18])=O)[CH:14]=3)[N:9]=[C:8]([C:19]([F:22])([F:21])[F:20])[CH:7]=2)[CH2:3]1.F[P-](F)(F)(F)(F)F.C[N+](C)=C(N(C)C)ON1C2N=CC=CC=2N=N1.C(N(CC)C(C)C)(C)C.Cl.[NH2:58][C@@H:59]([C:61]1[C:66]([F:67])=[CH:65][C:64]([NH:68][S:69]([CH3:72])(=[O:71])=[O:70])=[C:63]([CH3:73])[CH:62]=1)[CH3:60].C([O-])(O)=O.[Na+]. Product: [F:67][C:66]1[CH:65]=[C:64]([NH:68][S:69]([CH3:72])(=[O:71])=[O:70])[C:63]([CH3:73])=[CH:62][C:61]=1[C@H:59]([NH:58][C:16]([C:13]1[CH:14]=[C:15]2[C:10](=[CH:11][CH:12]=1)[N:9]=[C:8]([C:19]([F:20])([F:21])[F:22])[CH:7]=[C:6]2[N:4]1[CH2:5][C:2]([F:23])([F:1])[CH2:3]1)=[O:18])[CH3:60]. The catalyst class is: 468. (7) Reactant: [CH3:1][C@@H:2]1[CH2:7][N:6]([C:8]2[CH:13]=[CH:12][CH:11]=[C:10]([N+:14]([O-:16])=[O:15])[CH:9]=2)[C:5](=[O:17])[CH2:4][NH:3]1.CCN(C(C)C)C(C)C.[F:27][C:28]([F:39])([F:38])[C:29](O[C:29](=[O:30])[C:28]([F:39])([F:38])[F:27])=[O:30].O. Product: [CH3:1][C@@H:2]1[CH2:7][N:6]([C:8]2[CH:13]=[CH:12][CH:11]=[C:10]([N+:14]([O-:16])=[O:15])[CH:9]=2)[C:5](=[O:17])[CH2:4][N:3]1[C:29](=[O:30])[C:28]([F:39])([F:38])[F:27]. The catalyst class is: 2. (8) Reactant: [CH2:1]([C:3]1[NH:7][C:6]([C:8]2[CH:13]=[CH:12][C:11]([F:14])=[CH:10][CH:9]=2)=[N:5][C:4]=1[C:15]([O:17]CC)=[O:16])[CH3:2].[OH-].[Na+].C(O)C. Product: [CH2:1]([C:3]1[NH:7][C:6]([C:8]2[CH:13]=[CH:12][C:11]([F:14])=[CH:10][CH:9]=2)=[N:5][C:4]=1[C:15]([OH:17])=[O:16])[CH3:2]. The catalyst class is: 7.